From a dataset of Full USPTO retrosynthesis dataset with 1.9M reactions from patents (1976-2016). Predict the reactants needed to synthesize the given product. The reactants are: [CH3:1][O:2][C:3]1[CH:12]=[CH:11][C:6]2[C:7](=[O:10])[CH2:8][O:9][C:5]=2[C:4]=1[CH2:13][CH2:14][CH2:15][CH2:16][CH:17]1[CH2:22][CH2:21][N:20]([C:23]([O:25][C:26]([CH3:29])([CH3:28])[CH3:27])=[O:24])[CH2:19][CH2:18]1.[NH:30]1[C:38]2[C:33](=[CH:34][CH:35]=[CH:36][CH:37]=2)[C:32]([CH:39]=O)=[N:31]1. Given the product [NH:30]1[C:38]2[C:33](=[CH:34][CH:35]=[CH:36][CH:37]=2)[C:32](/[CH:39]=[C:8]2\[O:9][C:5]3[C:4]([CH2:13][CH2:14][CH2:15][CH2:16][CH:17]4[CH2:18][CH2:19][N:20]([C:23]([O:25][C:26]([CH3:29])([CH3:28])[CH3:27])=[O:24])[CH2:21][CH2:22]4)=[C:3]([O:2][CH3:1])[CH:12]=[CH:11][C:6]=3[C:7]\2=[O:10])=[N:31]1, predict the reactants needed to synthesize it.